From a dataset of Full USPTO retrosynthesis dataset with 1.9M reactions from patents (1976-2016). Predict the reactants needed to synthesize the given product. (1) Given the product [Cl:1][C:2]1[CH:3]=[CH:4][C:5]([C:6]([NH:8][C:9]2[S:10][CH:11]=[C:12]([CH2:14][C:15]([N:30]3[CH2:29][CH2:28][N:27]([CH:24]4[CH2:25][CH2:26][N:21]([CH3:20])[CH2:22][CH2:23]4)[CH2:32][CH2:31]3)=[O:17])[N:13]=2)=[O:7])=[CH:18][CH:19]=1, predict the reactants needed to synthesize it. The reactants are: [Cl:1][C:2]1[CH:19]=[CH:18][C:5]([C:6]([NH:8][C:9]2[S:10][CH:11]=[C:12]([CH2:14][C:15]([OH:17])=O)[N:13]=2)=[O:7])=[CH:4][CH:3]=1.[CH3:20][N:21]1[CH2:26][CH2:25][CH:24]([N:27]2[CH2:32][CH2:31][NH:30][CH2:29][CH2:28]2)[CH2:23][CH2:22]1. (2) Given the product [C:3]1([C:9]2[C:17]3[C:12](=[CH:13][CH:14]=[CH:15][CH:16]=3)[N:11]([C:18]3[S:19][CH:20]=[C:21]([C:23]([OH:25])=[O:24])[N:22]=3)[N:10]=2)[CH:8]=[CH:7][CH:6]=[CH:5][CH:4]=1, predict the reactants needed to synthesize it. The reactants are: [OH-].[Na+].[C:3]1([C:9]2[C:17]3[C:12](=[CH:13][CH:14]=[CH:15][CH:16]=3)[N:11]([C:18]3[S:19][CH:20]=[C:21]([C:23]([O:25]CC)=[O:24])[N:22]=3)[N:10]=2)[CH:8]=[CH:7][CH:6]=[CH:5][CH:4]=1.Cl.